From a dataset of Experimentally validated miRNA-target interactions with 360,000+ pairs, plus equal number of negative samples. Binary Classification. Given a miRNA mature sequence and a target amino acid sequence, predict their likelihood of interaction. (1) The miRNA is hsa-miR-6787-3p with sequence UCUCAGCUGCUGCCCUCUCCAG. The protein sequence of the target gene is MSRPGTATPALALVLLAVTLAGVGAQGAALEDPDYYGQEIWSREPYYARPEPELETFSPPLPAGPGEEWERRPQEPRPPKRATKPKKAPKREKSAPEPPPPGKHSNKKVMRTKSSEKAANDDHSVRVAREDVRESCPPLGLETLKITDFQLHASTVKRYGLGAHRGRLNIQAGINENDFYDGAWCAGRNDLQQWIEVDARRLTRFTGVITQGRNSLWLSDWVTSYKVMVSNDSHTWVTVKNGSGDMIFEGNSEKEIPVLNELPVPMVARYIRINPQSWFDNGSICMRMEILGCPLPDPNN.... Result: 1 (interaction). (2) The miRNA is hsa-miR-93-5p with sequence CAAAGUGCUGUUCGUGCAGGUAG. The protein sequence of the target gene is MSQVLGKPQPQDEDDAEEEEEEDELVGLADYGDGPDSSDADPDSGTEEGVLDFSDPFSTEVKPRILLMGLRRSGKSSIQKVVFHKMSPNETLFLESTNKICREDVSNSSFVNFQIWDFPGQIDFFDPTFDYEMIFRGTGALIFVIDSQDDYMEALARLHLTVTRAYKVNTDINFEVFIHKVDGLSDDHKIETQRDIHQRANDDLADAGLEKIHLSFYLTSIYDHSIFEAFSKVVQKLIPQLPTLENLLNIFISNSGIEKAFLFDVVSKIYIATDSTPVDMQTYELCCDMIDVVIDISCIY.... Result: 1 (interaction).